Dataset: Reaction yield outcomes from USPTO patents with 853,638 reactions. Task: Predict the reaction yield, written as a fraction of the theoretical maximum amount of product (1.0 means a 100% yield; for example, 0.34 means a 34% yield). (1) The reactants are [C:1](#[N:3])[CH3:2].C([Li])CCC.C([O:11][C:12](=O)[CH2:13][C:14]1[C:19]([CH3:20])=[CH:18][C:17]([CH3:21])=[CH:16][C:15]=1[CH3:22])C.Cl. The catalyst is C1COCC1. The product is [O:11]=[C:12]([CH2:13][C:14]1[C:19]([CH3:20])=[CH:18][C:17]([CH3:21])=[CH:16][C:15]=1[CH3:22])[CH2:2][C:1]#[N:3]. The yield is 0.720. (2) The reactants are [F:1][C:2]([F:12])([F:11])[C:3]1[N:8]=[CH:7][C:6]([CH2:9][NH2:10])=[CH:5][CH:4]=1.C(N(CC)C(C)C)(C)C.Cl[C:23]1[S:24][C:25]([CH:29]=[O:30])=[C:26]([Cl:28])[N:27]=1. The catalyst is O1CCCC1. The product is [Cl:28][C:26]1[N:27]=[C:23]([NH:10][CH2:9][C:6]2[CH:7]=[N:8][C:3]([C:2]([F:11])([F:1])[F:12])=[CH:4][CH:5]=2)[S:24][C:25]=1[CH:29]=[O:30]. The yield is 0.660. (3) The reactants are [OH:1][CH2:2][CH2:3][CH:4]([NH:11][C:12](=[O:18])[O:13][C:14]([CH3:17])([CH3:16])[CH3:15])[C:5]1[CH:10]=[CH:9][CH:8]=[CH:7][CH:6]=1.C(N(CC)CC)C. The catalyst is CS(C)=O. The product is [C:14]([O:13][C:12](=[O:18])[NH:11][CH:4]([C:5]1[CH:10]=[CH:9][CH:8]=[CH:7][CH:6]=1)[CH2:3][CH:2]=[O:1])([CH3:17])([CH3:15])[CH3:16]. The yield is 0.740. (4) The reactants are [CH3:1][C:2]1[O:6][N:5]=[C:4]([C:7]2[CH:12]=[CH:11][CH:10]=[CH:9][CH:8]=2)[C:3]=1[CH2:13][O:14][C:15]1[CH:23]=[CH:22][C:18]([C:19]([OH:21])=O)=[CH:17][N:16]=1.[NH:24]1[C:27]2([CH2:30][O:29][CH2:28]2)[CH2:26][CH2:25]1. No catalyst specified. The product is [CH3:1][C:2]1[O:6][N:5]=[C:4]([C:7]2[CH:8]=[CH:9][CH:10]=[CH:11][CH:12]=2)[C:3]=1[CH2:13][O:14][C:15]1[N:16]=[CH:17][C:18]([C:19]([N:24]2[C:27]3([CH2:30][O:29][CH2:28]3)[CH2:26][CH2:25]2)=[O:21])=[CH:22][CH:23]=1. The yield is 0.350.